From a dataset of Reaction yield outcomes from USPTO patents with 853,638 reactions. Predict the reaction yield, written as a fraction of the theoretical maximum amount of product (1.0 means a 100% yield; for example, 0.34 means a 34% yield). (1) The reactants are [CH3:1][O-].[Na+].[NH2:4][C:5]1[CH:10]=[CH:9][C:8]([C:11]2[CH:12]=[C:13]3[C:18](=[CH:19][CH:20]=2)[N:17]=[C:16]([O:21][CH2:22][CH2:23][O:24][CH2:25][CH2:26][O:27][CH2:28][CH2:29][OH:30])[CH:15]=[CH:14]3)=[CH:7][CH:6]=1.C=O.[BH4-].[Na+]. The catalyst is CO.ClCCl. The product is [CH3:1][NH:4][C:5]1[CH:10]=[CH:9][C:8]([C:11]2[CH:12]=[C:13]3[C:18](=[CH:19][CH:20]=2)[N:17]=[C:16]([O:21][CH2:22][CH2:23][O:24][CH2:25][CH2:26][O:27][CH2:28][CH2:29][OH:30])[CH:15]=[CH:14]3)=[CH:7][CH:6]=1. The yield is 0.915. (2) The reactants are [NH2:1][C:2]1[CH:7]=[CH:6][CH:5]=[CH:4][C:3]=1[NH:8][C:9]([NH:11][C:12]1[CH:17]=[CH:16][CH:15]=[CH:14][CH:13]=1)=[O:10].C(N(CC)CC)C.[CH:25]1[C:34]2[C:29](=[CH:30][CH:31]=[CH:32][CH:33]=2)[CH:28]=[CH:27][C:26]=1[S:35](Cl)(=[O:37])=[O:36]. The catalyst is C(OCC)(=O)C. The product is [C:12]1([NH:11][C:9](=[O:10])[NH:8][C:3]2[CH:4]=[CH:5][CH:6]=[CH:7][C:2]=2[NH:1][S:35]([C:26]2[CH:27]=[CH:28][C:29]3[C:34](=[CH:33][CH:32]=[CH:31][CH:30]=3)[CH:25]=2)(=[O:37])=[O:36])[CH:17]=[CH:16][CH:15]=[CH:14][CH:13]=1. The yield is 0.610. (3) The reactants are [F:1][C:2]1[C:7]([F:8])=[CH:6][C:5]([C:9]2([CH2:24]O)[C:17]3[C:12](=[CH:13][CH:14]=[CH:15][CH:16]=3)[N:11]([CH2:18][CH2:19][CH2:20][CH2:21][CH3:22])[C:10]2=[O:23])=[C:4]([OH:26])[CH:3]=1.C1(CCN2C3C(=CC=CC=3)C(C3C(O)=CC4OCOC=4C=3)(CO)C2=O)CC1. No catalyst specified. The product is [F:8][C:7]1[C:2]([F:1])=[CH:3][C:4]2[O:26][CH2:24][C:9]3([C:17]4[C:12](=[CH:13][CH:14]=[CH:15][CH:16]=4)[N:11]([CH2:18][CH2:19][CH2:20][CH2:21][CH3:22])[C:10]3=[O:23])[C:5]=2[CH:6]=1. The yield is 0.710. (4) The reactants are [CH3:1][O:2][C:3]1[CH:8]=[CH:7][C:6]([NH:9][CH:10]2[CH2:15][CH2:14][N:13]([C@H:16]([CH3:20])[CH2:17][C:18]#[N:19])[CH2:12][CH2:11]2)=[CH:5][CH:4]=1.C[CH2:22][N:23](C(C)C)[CH:24](C)C.[CH2:30]1[CH2:34][O:33][CH2:32][CH2:31]1. No catalyst specified. The product is [C:18]([CH2:17][C@H:16]([N:13]1[CH2:14][CH2:15][CH:10]([N:9]([C:6]2[CH:5]=[CH:4][C:3]([O:2][CH3:1])=[CH:8][CH:7]=2)[C:34](=[O:33])[C:30]2[CH:31]=[CH:32][CH:24]=[N:23][CH:22]=2)[CH2:11][CH2:12]1)[CH3:20])#[N:19]. The yield is 0.810. (5) The reactants are [OH:1][C:2]1[CH:7]=[CH:6][C:5]([C:8]2[CH:9]=[C:10]([CH:14]([NH:20][C:21]([C@@H:23]3[CH2:28][CH2:27][CH2:26][N:25]([C:29](=[O:45])[CH2:30][CH2:31][CH:32]4[CH2:37][CH2:36][N:35]([C:38]([O:40][C:41]([CH3:44])([CH3:43])[CH3:42])=[O:39])[CH2:34][CH2:33]4)[CH2:24]3)=[O:22])[CH2:15][C:16]([O:18][CH3:19])=[O:17])[CH:11]=[N:12][CH:13]=2)=[CH:4][CH:3]=1.C(=O)([O-])[O-].[Cs+].[Cs+].[C:52]1([CH3:75])[CH:57]=[CH:56][C:55]([S:58]([O:61][CH2:62][CH2:63]OS(C2C=CC(C)=CC=2)(=O)=O)(=[O:60])=[O:59])=[CH:54][CH:53]=1. The catalyst is CN(C)C=O. The product is [CH3:19][O:18][C:16](=[O:17])[CH2:15][CH:14]([NH:20][C:21]([C@@H:23]1[CH2:28][CH2:27][CH2:26][N:25]([C:29](=[O:45])[CH2:30][CH2:31][CH:32]2[CH2:33][CH2:34][N:35]([C:38]([O:40][C:41]([CH3:42])([CH3:44])[CH3:43])=[O:39])[CH2:36][CH2:37]2)[CH2:24]1)=[O:22])[C:10]1[CH:11]=[N:12][CH:13]=[C:8]([C:5]2[CH:4]=[CH:3][C:2]([O:1][CH2:63][CH2:62][O:61][S:58]([C:55]3[CH:56]=[CH:57][C:52]([CH3:75])=[CH:53][CH:54]=3)(=[O:60])=[O:59])=[CH:7][CH:6]=2)[CH:9]=1. The yield is 0.590. (6) The reactants are [CH:1]1([CH2:4][O:5][C:6]2[CH:7]=[C:8]([CH:13]=[C:14]([N:16]([CH2:21][CH2:22][N:23]3[CH2:28][CH2:27][O:26][CH2:25][CH2:24]3)[S:17]([CH3:20])(=[O:19])=[O:18])[CH:15]=2)[C:9]([O:11]C)=[O:10])[CH2:3][CH2:2]1.[OH-].[Na+]. The catalyst is CO.Cl. The product is [CH:1]1([CH2:4][O:5][C:6]2[CH:7]=[C:8]([CH:13]=[C:14]([N:16]([CH2:21][CH2:22][N:23]3[CH2:24][CH2:25][O:26][CH2:27][CH2:28]3)[S:17]([CH3:20])(=[O:18])=[O:19])[CH:15]=2)[C:9]([OH:11])=[O:10])[CH2:3][CH2:2]1. The yield is 1.00. (7) The reactants are [C:1]([C:3]1[CH:4]=[N:5][N:6]([CH2:8][C:9]([O:11][CH2:12][CH3:13])=[O:10])[CH:7]=1)#[N:2].C(O[CH:17](OCC)[N:18]([CH3:20])[CH3:19])C. No catalyst specified. The product is [C:1]([C:3]1[CH:4]=[N:5][N:6]([C:8](=[CH:17][N:18]([CH3:20])[CH3:19])[C:9]([O:11][CH2:12][CH3:13])=[O:10])[CH:7]=1)#[N:2]. The yield is 0.890. (8) The reactants are Cl[C:2]1[C:10]2[C:6](=[N:7][N:8]([CH2:11][C:12]([NH:16][C:17](=[O:29])[C:18]3[CH:23]=[CH:22][C:21]([O:24][C:25]([F:28])([F:27])[F:26])=[CH:20][CH:19]=3)([C:14]#[N:15])[CH3:13])[N:9]=2)[CH:5]=[C:4]([C:30]([F:33])([F:32])[F:31])[CH:3]=1.C(P(C(C)(C)C)C1C=CC2C(=CC=CC=2)C=1C1C2C(=CC=CC=2)C=CC=1)(C)(C)C.C[C:64]([N:66](C)C)=O. The catalyst is [C-]#N.[Zn+2].[C-]#N.[Zn].FC(F)(F)C([O-])=O.[Pd+2].FC(F)(F)C([O-])=O. The product is [C:14]([C:12]([NH:16][C:17](=[O:29])[C:18]1[CH:23]=[CH:22][C:21]([O:24][C:25]([F:28])([F:27])[F:26])=[CH:20][CH:19]=1)([CH3:13])[CH2:11][N:8]1[N:7]=[C:6]2[CH:5]=[C:4]([C:30]([F:31])([F:32])[F:33])[CH:3]=[C:2]([C:64]#[N:66])[C:10]2=[N:9]1)#[N:15]. The yield is 0.630. (9) The reactants are [O:1]1[CH:6]=[CH:5][CH2:4][CH2:3][CH2:2]1.[Br:7][C:8]1[CH:9]=[C:10]([S:15]([N:18]2[CH2:23][CH2:22][CH:21]([OH:24])[CH2:20][CH2:19]2)(=[O:17])=[O:16])[CH:11]=[CH:12][C:13]=1[F:14].O.CC1C=CC(S(O)(=O)=O)=CC=1.ClCCl. The catalyst is O. The product is [Br:7][C:8]1[CH:9]=[C:10]([S:15]([N:18]2[CH2:19][CH2:20][CH:21]([O:24][CH:6]3[CH2:5][CH2:4][CH2:3][CH2:2][O:1]3)[CH2:22][CH2:23]2)(=[O:17])=[O:16])[CH:11]=[CH:12][C:13]=1[F:14]. The yield is 0.659. (10) The catalyst is C(#N)C.N1C=CC=CC=1.CO. The product is [ClH:21].[CH3:1][N:2]([CH3:20])[C@H:3]1[CH2:7][CH2:6][N:5]([C:8]2[CH:9]=[CH:10][C:11]3[N:17]4[CH2:18][C@H:14]([CH2:15][CH2:16]4)[N:13]([C:25]([NH:40][C:41]4[CH:42]=[N:43][CH:44]=[CH:45][CH:46]=4)=[O:31])[C:12]=3[N:19]=2)[CH2:4]1. The yield is 0.490. The reactants are [CH3:1][N:2]([CH3:20])[C@H:3]1[CH2:7][CH2:6][N:5]([C:8]2[CH:9]=[CH:10][C:11]3[N:17]4[CH2:18][C@H:14]([CH2:15][CH2:16]4)[NH:13][C:12]=3[N:19]=2)[CH2:4]1.[Cl:21]C(Cl)(O[C:25](=[O:31])OC(Cl)(Cl)Cl)Cl.C(N(CC)CC)C.[NH2:40][C:41]1[CH:42]=[N:43][CH:44]=[CH:45][CH:46]=1.